Task: Predict the product of the given reaction.. Dataset: Forward reaction prediction with 1.9M reactions from USPTO patents (1976-2016) Given the reactants [Cl:1][C:2]1[CH:7]=[C:6]([Cl:8])[CH:5]=[CH:4][C:3]=1[C:9]1[N:10]=[C:11]([CH2:14][CH2:15][CH2:16][C:17]2[CH:22]=[CH:21][C:20]([I:23])=[CH:19][CH:18]=2)[NH:12][CH:13]=1.Br[CH2:25][C:26]1[CH:35]=[CH:34][C:29]([C:30]([O:32][CH3:33])=[O:31])=[CH:28][CH:27]=1, predict the reaction product. The product is: [CH3:33][O:32][C:30](=[O:31])[C:29]1[CH:34]=[CH:35][C:26]([CH2:25][N:12]2[CH:13]=[C:9]([C:3]3[CH:4]=[CH:5][C:6]([Cl:8])=[CH:7][C:2]=3[Cl:1])[N:10]=[C:11]2[CH2:14][CH2:15][CH2:16][C:17]2[CH:18]=[CH:19][C:20]([I:23])=[CH:21][CH:22]=2)=[CH:27][CH:28]=1.